From a dataset of Forward reaction prediction with 1.9M reactions from USPTO patents (1976-2016). Predict the product of the given reaction. (1) Given the reactants [C:1]([S:9][S:9][C:1](=[S:8])[C:2]1[CH:7]=[CH:6][CH:5]=[CH:4][CH:3]=1)(=[S:8])[C:2]1[CH:7]=[CH:6][CH:5]=[CH:4][CH:3]=1.[OH:19][CH2:20][CH2:21][O:22][C:23](=[O:28])[C:24](Br)([CH3:26])[CH3:25].CN(CCN(CCN(C)C)C)C.N#N, predict the reaction product. The product is: [C:1]([SH:9])(=[S:8])[C:2]1[CH:7]=[CH:6][CH:5]=[CH:4][CH:3]=1.[OH:19][CH2:20][CH2:21][O:22][C:23](=[O:28])[CH:24]([CH3:26])[CH3:25]. (2) Given the reactants [F:1][C:2]([F:12])([F:11])[C:3]1[N:10]=[CH:9][CH:8]=[CH:7][C:4]=1[C:5]#[N:6].C(OC(C(F)(F)F)=O)(C(F)(F)F)=[O:14], predict the reaction product. The product is: [C:5]([C:4]1[C:3]([C:2]([F:11])([F:1])[F:12])=[N+:10]([O-:14])[CH:9]=[CH:8][CH:7]=1)#[N:6]. (3) The product is: [CH2:1]([S:4][C:5]1[N:6]=[CH:7][N:8]2[CH:12]=[CH:11][S:10][C:9]=12)[C:2]1[CH:23]=[CH:24][CH:19]=[CH:20][CH:21]=1. Given the reactants [C:1]([S:4][C:5]1[N:6]=[CH:7][N:8]2[CH:12]=[CH:11][S:10][C:9]=12)(=O)[CH3:2].C[O-].[Na+].CO.C(Br)[C:19]1[CH:24]=[CH:23]C=[CH:21][CH:20]=1.[Cl-].[NH4+], predict the reaction product. (4) Given the reactants Cl.[CH2:2]([O:9][C:10]1[CH:11]=[C:12]([N:16]2[CH2:21][CH2:20][NH:19][CH2:18][CH2:17]2)[CH:13]=[N:14][CH:15]=1)[C:3]1[CH:8]=[CH:7][CH:6]=[CH:5][CH:4]=1.ON1[C:27]2[CH:28]=[CH:29][CH:30]=[CH:31][C:26]=2[N:25]=[N:24]1.Cl.CN(C)[CH2:35][CH2:36][CH2:37]N=C=NCC.C(N([CH2:49][CH3:50])CC)C.[OH2:51], predict the reaction product. The product is: [CH2:2]([O:9][C:10]1[CH:11]=[C:12]([N:16]2[CH2:21][CH2:20][N:19]([C:49]([C:50]3[N:25]([C:26]4[CH:31]=[CH:30][CH:29]=[CH:28][CH:27]=4)[N:24]=[C:36]([CH3:35])[CH:37]=3)=[O:51])[CH2:18][CH2:17]2)[CH:13]=[N:14][CH:15]=1)[C:3]1[CH:8]=[CH:7][CH:6]=[CH:5][CH:4]=1.